This data is from NCI-60 drug combinations with 297,098 pairs across 59 cell lines. The task is: Regression. Given two drug SMILES strings and cell line genomic features, predict the synergy score measuring deviation from expected non-interaction effect. (1) Drug 1: CN1C(=O)N2C=NC(=C2N=N1)C(=O)N. Drug 2: CC1C(C(CC(O1)OC2CC(CC3=C2C(=C4C(=C3O)C(=O)C5=C(C4=O)C(=CC=C5)OC)O)(C(=O)CO)O)N)O.Cl. Cell line: SF-295. Synergy scores: CSS=29.3, Synergy_ZIP=-3.95, Synergy_Bliss=-3.47, Synergy_Loewe=-19.3, Synergy_HSA=-4.22. (2) Drug 1: COC1=C(C=C2C(=C1)N=CN=C2NC3=CC(=C(C=C3)F)Cl)OCCCN4CCOCC4. Drug 2: CC1=CC2C(CCC3(C2CCC3(C(=O)C)OC(=O)C)C)C4(C1=CC(=O)CC4)C. Cell line: NCI-H522. Synergy scores: CSS=36.3, Synergy_ZIP=2.14, Synergy_Bliss=2.37, Synergy_Loewe=-16.0, Synergy_HSA=2.60. (3) Drug 1: CN1CCC(CC1)COC2=C(C=C3C(=C2)N=CN=C3NC4=C(C=C(C=C4)Br)F)OC. Drug 2: C1=C(C(=O)NC(=O)N1)F. Cell line: KM12. Synergy scores: CSS=30.5, Synergy_ZIP=-4.14, Synergy_Bliss=-11.8, Synergy_Loewe=-14.7, Synergy_HSA=-13.3. (4) Drug 1: COC1=CC(=CC(=C1O)OC)C2C3C(COC3=O)C(C4=CC5=C(C=C24)OCO5)OC6C(C(C7C(O6)COC(O7)C8=CC=CS8)O)O. Drug 2: C1CN1P(=S)(N2CC2)N3CC3. Cell line: SN12C. Synergy scores: CSS=41.6, Synergy_ZIP=-7.39, Synergy_Bliss=-1.71, Synergy_Loewe=-22.6, Synergy_HSA=2.37. (5) Drug 1: C1CCC(C1)C(CC#N)N2C=C(C=N2)C3=C4C=CNC4=NC=N3. Drug 2: CN(C(=O)NC(C=O)C(C(C(CO)O)O)O)N=O. Cell line: NCI/ADR-RES. Synergy scores: CSS=-6.64, Synergy_ZIP=-0.0871, Synergy_Bliss=-6.91, Synergy_Loewe=-7.76, Synergy_HSA=-7.83. (6) Synergy scores: CSS=-4.59, Synergy_ZIP=1.96, Synergy_Bliss=1.68, Synergy_Loewe=-4.66, Synergy_HSA=-3.77. Cell line: SK-MEL-28. Drug 1: CC(C1=C(C=CC(=C1Cl)F)Cl)OC2=C(N=CC(=C2)C3=CN(N=C3)C4CCNCC4)N. Drug 2: CN1CCC(CC1)COC2=C(C=C3C(=C2)N=CN=C3NC4=C(C=C(C=C4)Br)F)OC. (7) Drug 1: C1=C(C(=O)NC(=O)N1)F. Drug 2: C1=CN(C(=O)N=C1N)C2C(C(C(O2)CO)O)O.Cl. Cell line: SF-295. Synergy scores: CSS=30.2, Synergy_ZIP=-7.21, Synergy_Bliss=-3.66, Synergy_Loewe=-0.571, Synergy_HSA=-0.0519.